From a dataset of Full USPTO retrosynthesis dataset with 1.9M reactions from patents (1976-2016). Predict the reactants needed to synthesize the given product. (1) Given the product [CH:26]1([NH:29][C:15]([C:13]2[S:14][C:10]([C:5]3[CH:6]=[CH:7][C:8](=[O:9])[N:3]([CH2:1][CH3:2])[N:4]=3)=[C:11]([C:20]3[CH:25]=[CH:24][CH:23]=[CH:22][CH:21]=3)[N:12]=2)=[O:16])[CH2:28][CH2:27]1, predict the reactants needed to synthesize it. The reactants are: [CH2:1]([N:3]1[C:8](=[O:9])[CH:7]=[CH:6][C:5]([C:10]2[S:14][C:13]([C:15](OCC)=[O:16])=[N:12][C:11]=2[C:20]2[CH:25]=[CH:24][CH:23]=[CH:22][CH:21]=2)=[N:4]1)[CH3:2].[CH:26]1([NH2:29])[CH2:28][CH2:27]1. (2) The reactants are: C(OC([N:8]([CH2:16][C:17]1[C:22]([F:23])=[CH:21][N:20]=[C:19]([C:24]2[CH:25]=[N:26][C:27]([C:30]([F:33])([F:32])[F:31])=[N:28][CH:29]=2)[CH:18]=1)C(=O)OC(C)(C)C)=O)(C)(C)C.Cl. Given the product [F:23][C:22]1[C:17]([CH2:16][NH2:8])=[CH:18][C:19]([C:24]2[CH:29]=[N:28][C:27]([C:30]([F:32])([F:33])[F:31])=[N:26][CH:25]=2)=[N:20][CH:21]=1, predict the reactants needed to synthesize it. (3) The reactants are: C1COCC1.C([O:9][C:10]12[CH2:14][C:12]([NH:15][C:16](=[O:18])[CH3:17])([CH2:13]1)[CH2:11]2)(=O)C.[OH-].[Na+]. Given the product [OH:9][C:10]12[CH2:14][C:12]([NH:15][C:16](=[O:18])[CH3:17])([CH2:13]1)[CH2:11]2, predict the reactants needed to synthesize it. (4) The reactants are: [CH:1]1([CH2:6][C@H:7]([NH:29][C:30]([C:32]2[O:33][C:34](Br)=[CH:35][CH:36]=2)=[O:31])[C:8](=[O:28])[NH:9][C@H:10]2[CH2:16][CH2:15][C@@H:14]([CH3:17])[N:13]([S:18]([C:21]3[CH:26]=[CH:25][CH:24]=[CH:23][N:22]=3)(=[O:20])=[O:19])[CH2:12][C:11]2=[O:27])[CH2:5][CH2:4][CH2:3][CH2:2]1.[C:38]1(B(O)O)[CH:43]=[CH:42][CH:41]=[CH:40][CH:39]=1.CC(OI1(OC(C)=O)(OC(C)=O)OC(=O)C2C=CC=CC1=2)=O. Given the product [CH:1]1([CH2:6][C@H:7]([NH:29][C:30]([C:32]2[O:33][C:34]([C:38]3[CH:43]=[CH:42][CH:41]=[CH:40][CH:39]=3)=[CH:35][CH:36]=2)=[O:31])[C:8](=[O:28])[NH:9][C@H:10]2[CH2:16][CH2:15][C@@H:14]([CH3:17])[N:13]([S:18]([C:21]3[CH:26]=[CH:25][CH:24]=[CH:23][N:22]=3)(=[O:20])=[O:19])[CH2:12][C:11]2=[O:27])[CH2:5][CH2:4][CH2:3][CH2:2]1, predict the reactants needed to synthesize it.